This data is from Peptide-MHC class II binding affinity with 134,281 pairs from IEDB. The task is: Regression. Given a peptide amino acid sequence and an MHC pseudo amino acid sequence, predict their binding affinity value. This is MHC class II binding data. (1) The peptide sequence is ETALKKAITAMSE. The MHC is DRB1_1001 with pseudo-sequence DRB1_1001. The binding affinity (normalized) is 0.571. (2) The peptide sequence is YTVALFLAVALVAGP. The MHC is HLA-DQA10301-DQB10302 with pseudo-sequence HLA-DQA10301-DQB10302. The binding affinity (normalized) is 0.109. (3) The peptide sequence is EKKYFAATPFEPLAA. The MHC is HLA-DQA10501-DQB10301 with pseudo-sequence HLA-DQA10501-DQB10301. The binding affinity (normalized) is 0.196.